From a dataset of Forward reaction prediction with 1.9M reactions from USPTO patents (1976-2016). Predict the product of the given reaction. Given the reactants [CH3:1][O:2][C:3]([C:5]1[C:6]([OH:31])=[C:7]2[C:12](=[C:13](Br)[N:14]=1)[N:11]([CH2:16][CH2:17][C:18]1[CH:23]=[CH:22][CH:21]=[CH:20][CH:19]=1)[C:10](=[O:24])[C:9]([C:25]1[CH:30]=[CH:29][CH:28]=[CH:27][CH:26]=1)=[CH:8]2)=[O:4].C([Sn](CCCC)(CCCC)[C:37]1[CH:38]=[N:39][CH:40]=[CH:41][CH:42]=1)CCC.CCOC(C)=O.Cl, predict the reaction product. The product is: [CH3:1][O:2][C:3]([C:5]1[C:6]([OH:31])=[C:7]2[C:12](=[C:13]([C:37]3[CH:38]=[N:39][CH:40]=[CH:41][CH:42]=3)[N:14]=1)[N:11]([CH2:16][CH2:17][C:18]1[CH:23]=[CH:22][CH:21]=[CH:20][CH:19]=1)[C:10](=[O:24])[C:9]([C:25]1[CH:30]=[CH:29][CH:28]=[CH:27][CH:26]=1)=[CH:8]2)=[O:4].